This data is from Full USPTO retrosynthesis dataset with 1.9M reactions from patents (1976-2016). The task is: Predict the reactants needed to synthesize the given product. (1) Given the product [F:13][C:14]1[CH:22]=[CH:21][C:17]([C:18]([N:4]([O:3][CH3:2])[CH3:5])=[O:19])=[CH:16][CH:15]=1, predict the reactants needed to synthesize it. The reactants are: Cl.[CH3:2][O:3][NH:4][CH3:5].C(N(CC)CC)C.[F:13][C:14]1[CH:22]=[CH:21][C:17]([C:18](Cl)=[O:19])=[CH:16][CH:15]=1.O. (2) Given the product [F:1][C:2]1[CH:3]=[C:4]([C:10]2[CH:24]=[C:23]([CH2:25][N:26]([CH3:38])[S:27]([C:30]3[CH:35]=[CH:34][C:33]([F:36])=[C:32]([Cl:37])[CH:31]=3)(=[O:29])=[O:28])[CH:22]=[CH:21][C:11]=2[O:12][CH2:13][C:14]([OH:16])=[O:15])[CH:5]=[C:6]([O:8][CH3:9])[CH:7]=1, predict the reactants needed to synthesize it. The reactants are: [F:1][C:2]1[CH:3]=[C:4]([C:10]2[CH:24]=[C:23]([CH2:25][N:26]([CH3:38])[S:27]([C:30]3[CH:35]=[CH:34][C:33]([F:36])=[C:32]([Cl:37])[CH:31]=3)(=[O:29])=[O:28])[CH:22]=[CH:21][C:11]=2[O:12][CH2:13][C:14]([O:16]C(C)(C)C)=[O:15])[CH:5]=[C:6]([O:8][CH3:9])[CH:7]=1. (3) Given the product [CH:21]([O:11][C:9]1[CH:8]=[C:7]2[C:2]([CH:3]3[O:14][C:13]4[CH:15]=[CH:16][CH:17]=[CH:18][C:12]=4[CH:4]3[CH2:5][O:6]2)=[CH:1][CH:10]=1)([CH3:23])[CH3:22], predict the reactants needed to synthesize it. The reactants are: [CH:1]1[CH:10]=[C:9]([OH:11])[CH:8]=[C:7]2[C:2]=1[CH:3]1[O:14][C:13]3[CH:15]=[CH:16][CH:17]=[CH:18][C:12]=3[CH:4]1[CH2:5][O:6]2.[H-].[Na+].[CH:21](I)([CH3:23])[CH3:22].Cl. (4) Given the product [F:1][C:2]1[CH:3]=[C:4]([CH:30]=[CH:31][CH:32]=1)[CH2:5][CH2:6][C:7]1[C:8]2[CH2:29][N:28]([CH3:33])[CH2:27][CH2:26][C:9]=2[N:10]=[C:11]([NH:13][C:14]2[CH:15]=[CH:16][C:17]([N:20]3[CH:24]=[CH:23][N:22]=[C:21]3[CH3:25])=[CH:18][CH:19]=2)[N:12]=1, predict the reactants needed to synthesize it. The reactants are: [F:1][C:2]1[CH:3]=[C:4]([CH:30]=[CH:31][CH:32]=1)[CH2:5][CH2:6][C:7]1[C:8]2[CH2:29][NH:28][CH2:27][CH2:26][C:9]=2[N:10]=[C:11]([NH:13][C:14]2[CH:19]=[CH:18][C:17]([N:20]3[CH:24]=[CH:23][N:22]=[C:21]3[CH3:25])=[CH:16][CH:15]=2)[N:12]=1.[CH2:33]=O. (5) Given the product [CH3:14][C:13]1[N:7]=[C:8]([NH2:9])[S:10][C:12]=1[C:6]1[CH:5]=[C:4]([CH3:3])[N:9]=[C:8]([S:10][CH3:11])[N:7]=1, predict the reactants needed to synthesize it. The reactants are: BrBr.[CH3:3][C:4]1[N:9]=[C:8]([S:10][CH3:11])[N:7]=[C:6]([CH2:12][C:13](=O)[CH3:14])[CH:5]=1. (6) The reactants are: [Br:1][C:2]1[CH:3]=[C:4]([CH:8]=[CH:9][CH:10]=1)[C:5]([OH:7])=O.C(Cl)CCl.C1C=NC2N(O)N=NC=2C=1.CCN(C(C)C)C(C)C.[NH2:34][C:35]1[CH:43]=[N:42][CH:41]=[CH:40][C:36]=1[C:37]([OH:39])=[O:38]. Given the product [Br:1][C:2]1[CH:3]=[C:4]([C:5]([NH:34][C:35]2[CH:43]=[N:42][CH:41]=[CH:40][C:36]=2[C:37]([OH:39])=[O:38])=[O:7])[CH:8]=[CH:9][CH:10]=1, predict the reactants needed to synthesize it.